This data is from Retrosynthesis with 50K atom-mapped reactions and 10 reaction types from USPTO. The task is: Predict the reactants needed to synthesize the given product. (1) Given the product O=C1N(Cc2cccc(OCc3ccccc3)c2)c2ccccc2C12COc1cc3c(cc12)CCO3, predict the reactants needed to synthesize it. The reactants are: BrCc1cccc(OCc2ccccc2)c1.O=C1Nc2ccccc2C12COc1cc3c(cc12)CCO3. (2) The reactants are: CC(=O)Cn1ncc2cc(Oc3ccc(F)cc3F)c(Br)cc21.C[Mg+]. Given the product CC(C)(O)Cn1ncc2cc(Oc3ccc(F)cc3F)c(Br)cc21, predict the reactants needed to synthesize it. (3) The reactants are: C1CNC1.FC(F)(F)Oc1ccc(C2CCc3c(Cl)nc(Cl)nc32)cc1. Given the product FC(F)(F)Oc1ccc(C2CCc3c2nc(Cl)nc3N2CCC2)cc1, predict the reactants needed to synthesize it. (4) Given the product CCC(O)(CC)CCc1ccc(C(CC)(CC)c2ccc(-c3cncc(CC(=O)O)c3)c(C)c2)cc1C, predict the reactants needed to synthesize it. The reactants are: CCC(O)(CC)CCc1ccc(C(CC)(CC)c2ccc(-c3cncc(CC(=O)OC)c3)c(C)c2)cc1C. (5) Given the product C/C=C/c1ccc(NS(N)(=O)=O)c(C#N)c1, predict the reactants needed to synthesize it. The reactants are: C/C=C/B(O)O.N#Cc1cc(Br)ccc1NS(N)(=O)=O.